Task: Predict the reactants needed to synthesize the given product.. Dataset: Full USPTO retrosynthesis dataset with 1.9M reactions from patents (1976-2016) (1) The reactants are: [Cl:1][C:2]1[C:3](=[O:25])[N:4]([CH3:24])[CH:5]=[C:6]([C:8]([OH:23])([C:19]([F:22])([F:21])[F:20])[CH:9]([C:11]2[CH:16]=[CH:15][C:14]([OH:17])=[CH:13][C:12]=2[Cl:18])[CH3:10])[CH:7]=1.[Cl:26][C:27]1[CH:28]=[C:29](B(O)O)[CH:30]=[CH:31][C:32]=1[C:33]([O:35][CH3:36])=[O:34]. Given the product [CH3:36][O:35][C:33](=[O:34])[C:32]1[CH:31]=[CH:30][C:29]([O:17][C:14]2[CH:15]=[CH:16][C:11]([CH:9]([CH3:10])[C:8]([C:6]3[CH:7]=[C:2]([Cl:1])[C:3](=[O:25])[N:4]([CH3:24])[CH:5]=3)([OH:23])[C:19]([F:21])([F:22])[F:20])=[C:12]([Cl:18])[CH:13]=2)=[CH:28][C:27]=1[Cl:26], predict the reactants needed to synthesize it. (2) Given the product [OH:48][C@@H:45]1[CH2:46][CH2:47][N:43]([C:11]2[C:30]([C:31]3[N:35]([CH:36]4[CH2:41][CH2:40][CH2:39][CH2:38][O:37]4)[N:34]=[CH:33][C:32]=3[CH3:42])=[CH:29][C:14]([C:15]([NH:17][C:18]3[CH:19]=[CH:20][C:21]([O:24][C:25]([F:27])([F:26])[F:28])=[CH:22][CH:23]=3)=[O:16])=[CH:13][N:12]=2)[CH2:44]1, predict the reactants needed to synthesize it. The reactants are: CCN(C(C)C)C(C)C.Cl[C:11]1[C:30]([C:31]2[N:35]([CH:36]3[CH2:41][CH2:40][CH2:39][CH2:38][O:37]3)[N:34]=[CH:33][C:32]=2[CH3:42])=[CH:29][C:14]([C:15]([NH:17][C:18]2[CH:23]=[CH:22][C:21]([O:24][C:25]([F:28])([F:27])[F:26])=[CH:20][CH:19]=2)=[O:16])=[CH:13][N:12]=1.[NH:43]1[CH2:47][CH2:46][C@@H:45]([OH:48])[CH2:44]1. (3) Given the product [CH3:9][O:10][C:11]1[CH:12]=[C:13]2[C:18](=[CH:19][C:20]=1[O:21][CH3:22])[N:17]=[CH:16][CH:15]=[C:14]2[O:23][C:24]1[CH:25]=[CH:26][C:27]([NH2:30])=[CH:28][CH:29]=1, predict the reactants needed to synthesize it. The reactants are: C([O-])=O.[K+].C(O)=O.O.[CH3:9][O:10][C:11]1[CH:12]=[C:13]2[C:18](=[CH:19][C:20]=1[O:21][CH3:22])[N:17]=[CH:16][CH:15]=[C:14]2[O:23][C:24]1[CH:29]=[CH:28][C:27]([N+:30]([O-])=O)=[CH:26][CH:25]=1. (4) Given the product [CH2:23]([O:1][N:2]=[CH:3][C:4](=[N:11][NH:12][C:13](=[O:20])[C:14]1[CH:19]=[CH:18][CH:17]=[CH:16][CH:15]=1)[C:5]1[CH:10]=[CH:9][CH:8]=[CH:7][CH:6]=1)[C:24]1[CH:29]=[CH:28][CH:27]=[CH:26][CH:25]=1, predict the reactants needed to synthesize it. The reactants are: [OH:1][N:2]=[CH:3][C:4](=[N:11][NH:12][C:13](=[O:20])[C:14]1[CH:19]=[CH:18][CH:17]=[CH:16][CH:15]=1)[C:5]1[CH:10]=[CH:9][CH:8]=[CH:7][CH:6]=1.[OH-].[K+].[CH2:23](Br)[C:24]1[CH:29]=[CH:28][CH:27]=[CH:26][CH:25]=1. (5) The reactants are: FC1C=C(C=CC=1)N.ClC1C=CC2C(=C([C:20]3[NH:28][C:27]4[CH2:26][CH2:25][NH:24][C:23](=[O:29])[C:22]=4[CH:21]=3)C=CC=2)N=1.[Li+].C[Si]([N-][Si](C)(C)C)(C)C.C1COCC1. Given the product [NH:28]1[C:27]2[CH2:26][CH2:25][NH:24][C:23](=[O:29])[C:22]=2[CH:21]=[CH:20]1, predict the reactants needed to synthesize it.